Binary Classification. Given a drug SMILES string, predict its activity (active/inactive) in a high-throughput screening assay against a specified biological target. From a dataset of HIV replication inhibition screening data with 41,000+ compounds from the AIDS Antiviral Screen. The drug is C=C(C)C1CCC2(C)C(O)CC3(C)C(CCC4C5(C)CCC(O)C(C)(C)C5CCC43C)C12. The result is 0 (inactive).